Dataset: Full USPTO retrosynthesis dataset with 1.9M reactions from patents (1976-2016). Task: Predict the reactants needed to synthesize the given product. (1) The reactants are: [CH3:1][N:2]([CH3:23])[CH2:3][CH2:4][N:5]1[CH2:17][C:16](=O)[C:15]2[C:14]3[C:13]([C:19]([O:21]C)=O)=[CH:12][CH:11]=[CH:10][C:9]=3[NH:8][C:7]=2[CH2:6]1.O.NN.C1C2NC3C=CC=C4C(=O)[NH:41][N:42]=C(C=2C=34)CC1. Given the product [CH3:1][N:2]([CH3:23])[CH2:3][CH2:4][N:5]1[CH2:6][C:7]2[NH:8][C:9]3[CH:10]=[CH:11][CH:12]=[C:13]4[C:19](=[O:21])[NH:41][N:42]=[C:16]([C:15]=2[C:14]=34)[CH2:17]1, predict the reactants needed to synthesize it. (2) The reactants are: [NH2:1][C:2]1[CH:3]=[CH:4][CH:5]=[C:6]2[C:11]=1[N:10]=[CH:9][CH:8]=[CH:7]2.[CH3:12][S:13](Cl)(=[O:15])=[O:14]. Given the product [CH3:12][S:13]([NH:1][C:2]1[CH:3]=[CH:4][CH:5]=[C:6]2[C:11]=1[N:10]=[CH:9][CH:8]=[CH:7]2)(=[O:15])=[O:14], predict the reactants needed to synthesize it. (3) Given the product [CH3:44][CH:2]([CH3:1])[CH2:3][N:4]([C:26]([C:28]1[N:32]([CH2:33][CH2:34][N:45]2[CH:49]=[CH:48][CH:47]=[N:46]2)[C:31]2[CH:40]=[CH:41][CH:42]=[CH:43][C:30]=2[N:29]=1)=[O:27])[C@H:5]1[CH2:10][C@@H:9]([C:11]([N:13]2[CH2:14][CH2:15][O:16][CH2:17][CH2:18]2)=[O:12])[CH2:8][N:7]([C:19]([O:21][C:22]([CH3:25])([CH3:24])[CH3:23])=[O:20])[CH2:6]1, predict the reactants needed to synthesize it. The reactants are: [CH3:1][CH:2]([CH3:44])[CH2:3][N:4]([C:26]([C:28]1[N:32]([CH2:33][CH2:34]OS(C)(=O)=O)[C:31]2[CH:40]=[CH:41][CH:42]=[CH:43][C:30]=2[N:29]=1)=[O:27])[C@H:5]1[CH2:10][C@@H:9]([C:11]([N:13]2[CH2:18][CH2:17][O:16][CH2:15][CH2:14]2)=[O:12])[CH2:8][N:7]([C:19]([O:21][C:22]([CH3:25])([CH3:24])[CH3:23])=[O:20])[CH2:6]1.[NH:45]1[CH:49]=[CH:48][CH:47]=[N:46]1.C(=O)([O-])[O-].[Cs+].[Cs+]. (4) Given the product [CH:21]1[CH:22]=[CH:23][C:24]2[NH:14][C:15]([OH:16])=[C:17]([C:6]3[C:5](=[O:4])[C:13]4[CH:12]=[CH:11][CH:10]=[CH:9][C:8]=4[N:7]=3)[C:19]=2[CH:20]=1, predict the reactants needed to synthesize it. The reactants are: CC([O:4][C:5]1[C:13]2[C:8](=[CH:9][CH:10]=[CH:11][CH:12]=2)[NH:7][CH:6]=1)=O.[NH:14]1[C:24]2[C:19](=[CH:20][CH:21]=[CH:22][CH:23]=2)[C:17](=O)[C:15]1=[O:16].C(=O)([O-])[O-].[Na+].[Na+].O. (5) Given the product [CH3:3][CH:2]([C:4]1[CH:5]=[CH:6][C:7]([CH2:10][CH2:11][C:12]2[C:13]3=[N:18][S:24](=[O:26])(=[O:25])[CH2:23][CH2:22][N:14]3[CH:15]=[CH:16][CH:17]=2)=[CH:8][CH:9]=1)[CH3:1], predict the reactants needed to synthesize it. The reactants are: [CH3:1][CH:2]([C:4]1[CH:9]=[CH:8][C:7]([CH2:10][CH2:11][C:12]2[C:13]([NH2:18])=[N:14][CH:15]=[CH:16][CH:17]=2)=[CH:6][CH:5]=1)[CH3:3].[H-].[Na+].Cl[CH2:22][CH2:23][S:24](Cl)(=[O:26])=[O:25].C(=O)([O-])O.[Na+]. (6) Given the product [CH:54]1([C:44]2[C:43]([CH:1]3[CH2:3][CH2:2]3)=[CH:52][C:47]([C:48]([O:50][CH3:51])=[O:49])=[C:46]([O:53][CH2:13][CH3:14])[CH:45]=2)[CH2:56][CH2:55]1, predict the reactants needed to synthesize it. The reactants are: [CH:1]1(B(O)O)[CH2:3][CH2:2]1.C(=O)([O-])[O-].[Na+].[Na+].[CH:13]1(P(C2CCCCC2)C2C=CC=CC=2C2C(OC)=CC=CC=2OC)CCCC[CH2:14]1.Br[C:43]1[C:44]([CH:54]2[CH2:56][CH2:55]2)=[C:45]2[O:53][C:46]2=[C:47]([CH:52]=1)[C:48]([O:50][CH3:51])=[O:49]. (7) Given the product [C:31]([C:29]1[CH:28]=[CH:27][C:26]2[O:19][C:17]([C:15]3[CH:14]=[CH:13][C:5]4[N:6]([CH:7]5[CH2:8][CH2:9][O:10][CH2:11][CH2:12]5)[C:2]([CH3:1])=[N:3][C:4]=4[CH:16]=3)=[N:24][C:25]=2[CH:30]=1)#[N:32], predict the reactants needed to synthesize it. The reactants are: [CH3:1][C:2]1[N:6]([CH:7]2[CH2:12][CH2:11][O:10][CH2:9][CH2:8]2)[C:5]2[CH:13]=[CH:14][C:15]([C:17]([OH:19])=O)=[CH:16][C:4]=2[N:3]=1.S(Cl)(Cl)=O.[NH2:24][C:25]1[CH:30]=[C:29]([C:31]#[N:32])[CH:28]=[CH:27][C:26]=1O.C(N(CC)CC)C.CS(O)(=O)=O.C(=O)([O-])O.[Na+]. (8) Given the product [F:21][C:22]([F:27])([F:26])[C:23]([OH:25])=[O:24].[NH2:7][C@@H:8]([CH2:9][C:10]1[CH:11]=[C:12]([F:17])[CH:13]=[C:14]([F:16])[CH:15]=1)[CH2:18][OH:19], predict the reactants needed to synthesize it. The reactants are: C(OC(=O)[NH:7][C@H:8]([CH2:18][OH:19])[CH2:9][C:10]1[CH:15]=[C:14]([F:16])[CH:13]=[C:12]([F:17])[CH:11]=1)(C)(C)C.[F:21][C:22]([F:27])([F:26])[C:23]([OH:25])=[O:24]. (9) Given the product [Cl:1][C:2]1[CH:7]=[CH:6][C:5]([C:8]2[C:9]([C:18]3[CH:23]=[CH:22][N:21]=[CH:20][CH:19]=3)=[N:10][C:11]3[N:12]([C:14](=[O:17])[N:15]([CH2:31][C:32]4[CH:37]=[N:36][C:35]([C:38]([F:41])([F:39])[F:40])=[CH:34][CH:33]=4)[N:16]=3)[CH:13]=2)=[CH:4][CH:3]=1, predict the reactants needed to synthesize it. The reactants are: [Cl:1][C:2]1[CH:7]=[CH:6][C:5]([C:8]2[C:9]([C:18]3[CH:23]=[CH:22][N:21]=[CH:20][CH:19]=3)=[N:10][C:11]3[N:12]([C:14](=[O:17])[NH:15][N:16]=3)[CH:13]=2)=[CH:4][CH:3]=1.C([O-])([O-])=O.[K+].[K+].Cl[CH2:31][C:32]1[CH:33]=[CH:34][C:35]([C:38]([F:41])([F:40])[F:39])=[N:36][CH:37]=1. (10) Given the product [CH3:1][O:2][C:3]1[CH:16]=[C:15]([NH:17][CH3:18])[C:14]([N+:19]([O-:21])=[O:20])=[CH:13][C:4]=1[O:5][C:6]1[CH:11]=[CH:10][N:9]=[C:8]([NH:12][C:31](=[O:33])[CH3:32])[CH:7]=1, predict the reactants needed to synthesize it. The reactants are: [CH3:1][O:2][C:3]1[CH:16]=[C:15]([NH:17][CH3:18])[C:14]([N+:19]([O-:21])=[O:20])=[CH:13][C:4]=1[O:5][C:6]1[CH:11]=[CH:10][N:9]=[C:8]([NH2:12])[CH:7]=1.C(N(C(C)C)CC)(C)C.[C:31](Cl)(=[O:33])[CH3:32].O.